This data is from Catalyst prediction with 721,799 reactions and 888 catalyst types from USPTO. The task is: Predict which catalyst facilitates the given reaction. (1) Reactant: [BH4-].[Na+].[NH:3]1[CH:7]=[N:6][C:5](/[CH:8]=[C:9]2\[CH2:10][N:11]([C:16]([C:29]3[CH:34]=[CH:33][CH:32]=[CH:31][CH:30]=3)([C:23]3[CH:28]=[CH:27][CH:26]=[CH:25][CH:24]=3)[C:17]3[CH:22]=[CH:21][CH:20]=[CH:19][CH:18]=3)[CH2:12][CH2:13][C:14]\2=[O:15])=[N:4]1.ClCCl. Product: [NH:3]1[CH:7]=[N:6][C:5](/[CH:8]=[C:9]2\[CH2:10][N:11]([C:16]([C:29]3[CH:34]=[CH:33][CH:32]=[CH:31][CH:30]=3)([C:23]3[CH:24]=[CH:25][CH:26]=[CH:27][CH:28]=3)[C:17]3[CH:22]=[CH:21][CH:20]=[CH:19][CH:18]=3)[CH2:12][CH2:13][CH:14]\2[OH:15])=[N:4]1. The catalyst class is: 5. (2) Reactant: Br[C:2]1[CH:3]=[N:4][CH:5]=[C:6]2[C:11]=1[N:10]=[C:9]([C:12]([NH:14][CH2:15][CH2:16][S:17]([CH3:20])(=[O:19])=[O:18])=[O:13])[CH:8]=[CH:7]2.[F:21][C:22]1[CH:27]=[C:26]([F:28])[CH:25]=[CH:24][C:23]=1B(O)O.C(=O)([O-])[O-].[Cs+].[Cs+]. The catalyst class is: 688. Product: [F:21][C:22]1[CH:27]=[C:26]([F:28])[CH:25]=[CH:24][C:23]=1[C:2]1[CH:3]=[N:4][CH:5]=[C:6]2[C:11]=1[N:10]=[C:9]([C:12]([NH:14][CH2:15][CH2:16][S:17]([CH3:20])(=[O:19])=[O:18])=[O:13])[CH:8]=[CH:7]2.